This data is from Reaction yield outcomes from USPTO patents with 853,638 reactions. The task is: Predict the reaction yield, written as a fraction of the theoretical maximum amount of product (1.0 means a 100% yield; for example, 0.34 means a 34% yield). (1) The reactants are [NH2:1][C:2]1[C:7]2=[C:8]([C:19]3[CH:20]=[CH:21][C:22]4[C:26]([CH:27]=3)=[N:25][N:24]([CH2:28][C:29]3[CH:34]=[CH:33][CH:32]=[CH:31][CH:30]=3)[CH:23]=4)[C:9](C#N)=[C:10]([CH:11]3[CH2:16][CH2:15][NH:14][CH2:13][CH2:12]3)[N:6]2[N:5]=[CH:4][N:3]=1.[CH:35]([N:38](CC)C(C)C)(C)C.[C:44](Cl)(=[O:46])[CH3:45]. The catalyst is C1COCC1.ClCCl. The product is [C:44]([N:14]1[CH2:13][CH2:12][CH:11]([C:10]2[N:6]3[C:7]([C:2]([NH2:1])=[N:3][CH:4]=[N:5]3)=[C:8]([C:19]3[CH:20]=[CH:21][C:22]4[C:26]([CH:27]=3)=[N:25][N:24]([CH2:28][C:29]3[CH:30]=[CH:31][CH:32]=[CH:33][CH:34]=3)[C:23]=4[C:35]#[N:38])[CH:9]=2)[CH2:16][CH2:15]1)(=[O:46])[CH3:45]. The yield is 0.370. (2) The reactants are C([N:8]1[CH2:16][CH2:15][O:14][CH2:13][CH2:12][O:11][CH2:10][CH2:9]1)C1C=CC=CC=1. The catalyst is CO.[Pd]. The product is [O:11]1[CH2:10][CH2:9][NH:8][CH2:16][CH2:15][O:14][CH2:13][CH2:12]1. The yield is 0.776. (3) The reactants are [Br:1][C:2]1[CH:3]=[C:4]([F:9])[C:5]([NH2:8])=[N:6][CH:7]=1.[C:10]([NH:13][C:14](=O)[CH2:15]Br)(=[O:12])[CH3:11].O. The catalyst is CN(C)P(N(C)C)(N(C)C)=O. The product is [Br:1][C:2]1[CH:3]=[C:4]([F:9])[C:5]2[N:6]([CH:15]=[C:14]([NH:13][C:10](=[O:12])[CH3:11])[N:8]=2)[CH:7]=1. The yield is 0.430. (4) The reactants are Br[C:2]1[C:7]([F:8])=[CH:6][C:5]([NH:9][C:10]2[C:14]3[CH:15]=[N:16][CH:17]=[CH:18][C:13]=3[O:12][C:11]=2[C:19]([O:21][CH2:22][CH3:23])=[O:20])=[C:4]([F:24])[CH:3]=1.[I-:25].[Na+].CN[C@@H]1CCCC[C@H]1NC. The catalyst is O1CCOCC1.ClCCl.[Cu]I.[Cu]. The product is [F:24][C:4]1[CH:3]=[C:2]([I:25])[C:7]([F:8])=[CH:6][C:5]=1[NH:9][C:10]1[C:14]2[CH:15]=[N:16][CH:17]=[CH:18][C:13]=2[O:12][C:11]=1[C:19]([O:21][CH2:22][CH3:23])=[O:20]. The yield is 0.680.